Task: Regression. Given a peptide amino acid sequence and an MHC pseudo amino acid sequence, predict their binding affinity value. This is MHC class I binding data.. Dataset: Peptide-MHC class I binding affinity with 185,985 pairs from IEDB/IMGT (1) The peptide sequence is MVMCGGSLYV. The MHC is HLA-A02:03 with pseudo-sequence HLA-A02:03. The binding affinity (normalized) is 0.784. (2) The peptide sequence is RGINDRNFW. The MHC is HLA-B07:02 with pseudo-sequence HLA-B07:02. The binding affinity (normalized) is 0.0847. (3) The peptide sequence is YLAKLFLDH. The MHC is HLA-B51:01 with pseudo-sequence HLA-B51:01. The binding affinity (normalized) is 0.0847.